This data is from Full USPTO retrosynthesis dataset with 1.9M reactions from patents (1976-2016). The task is: Predict the reactants needed to synthesize the given product. (1) The reactants are: FC1(F)O[C:5]2[CH:7]=[CH:8][C:9]([B:11]3[O:15][C:14]([CH3:17])([CH3:16])[C:13]([CH3:19])([CH3:18])[O:12]3)=[CH:10][C:4]=2O1.BrC1C=CC([S:28][C:29]([F:32])([F:31])[F:30])=CC=1. Given the product [CH3:17][C:14]1([CH3:16])[C:13]([CH3:18])([CH3:19])[O:12][B:11]([C:9]2[CH:10]=[CH:4][C:5]([S:28][C:29]([F:32])([F:31])[F:30])=[CH:7][CH:8]=2)[O:15]1, predict the reactants needed to synthesize it. (2) The reactants are: [H-].[Na+].[CH3:3][C:4]1[CH:8]=[CH:7][S:6][C:5]=1[CH2:9][OH:10].I[CH3:12]. Given the product [CH3:12][O:10][CH2:9][C:5]1[S:6][CH:7]=[CH:8][C:4]=1[CH3:3], predict the reactants needed to synthesize it. (3) Given the product [CH2:30]([O:29][C:18]1[C:19]([CH:26]([CH3:28])[CH3:27])=[CH:20][C:21]([CH:23]([CH3:24])[CH3:25])=[CH:22][C:17]=1[C:13]1[C:11]2[O:12][C:8]([C:6]([CH3:7])=[CH:5][C:4]([OH:33])=[O:3])=[CH:9][C:10]=2[CH:16]=[CH:15][CH:14]=1)[CH2:31][CH3:32], predict the reactants needed to synthesize it. The reactants are: C([O:3][C:4](=[O:33])[CH:5]=[C:6]([C:8]1[O:12][C:11]2[C:13]([C:17]3[CH:22]=[C:21]([CH:23]([CH3:25])[CH3:24])[CH:20]=[C:19]([CH:26]([CH3:28])[CH3:27])[C:18]=3[O:29][CH2:30][CH2:31][CH3:32])=[CH:14][CH:15]=[CH:16][C:10]=2[CH:9]=1)[CH3:7])C.C1COCC1.[Li+].[OH-]. (4) Given the product [C:1]([NH:5][S:6]([C:9]1[CH:14]=[CH:13][CH:12]=[CH:11][C:10]=1[C:19]1[CH:28]=[CH:27][C:22]([C:23]([O:25][CH3:26])=[O:24])=[CH:21][CH:20]=1)(=[O:8])=[O:7])([CH3:4])([CH3:3])[CH3:2], predict the reactants needed to synthesize it. The reactants are: [C:1]([NH:5][S:6]([C:9]1[CH:14]=[CH:13][CH:12]=[CH:11][C:10]=1B(O)O)(=[O:8])=[O:7])([CH3:4])([CH3:3])[CH3:2].Br[C:19]1[CH:28]=[CH:27][C:22]([C:23]([O:25][CH3:26])=[O:24])=[CH:21][CH:20]=1. (5) The reactants are: [CH:1]1([CH:5]([NH:18][C:19]2[CH:27]=[CH:26][C:22]([C:23](O)=[O:24])=[CH:21][CH:20]=2)[C:6]2[CH:10]=[C:9]([C:11]3[CH:16]=[CH:15][CH:14]=[CH:13][CH:12]=3)O[C:7]=2[CH3:17])[CH2:4][CH2:3][CH2:2]1.[CH3:28][NH:29][CH2:30][CH2:31][C:32]([O:34]CC)=[O:33].Cl.C(N=C=NCCCN(C)C)C.[OH2:49].OC1C2N=NNC=2C=CC=1. Given the product [CH:1]1([CH:5]([NH:18][C:19]2[CH:27]=[CH:26][C:22]([C:23]([N:29]([CH3:28])[CH2:30][CH2:31][C:32]([OH:34])=[O:33])=[O:24])=[CH:21][CH:20]=2)[C:6]2[CH:10]=[C:9]([C:11]3[CH:12]=[CH:13][CH:14]=[CH:15][CH:16]=3)[O:49][C:7]=2[CH3:17])[CH2:2][CH2:3][CH2:4]1, predict the reactants needed to synthesize it. (6) The reactants are: C(OC(=O)[NH:7][CH:8]1[CH2:12][CH2:11][N:10]([C:13]2[C:22]3[C:17](=[CH:18][CH:19]=[C:20]([O:23][C:24]4[CH:29]=[CH:28][CH:27]=[CH:26][CH:25]=4)[CH:21]=3)[N:16]=[C:15]([CH3:30])[CH:14]=2)[CH2:9]1)(C)(C)C.FC(F)(F)C(O)=O. Given the product [CH3:30][C:15]1[CH:14]=[C:13]([N:10]2[CH2:11][CH2:12][CH:8]([NH2:7])[CH2:9]2)[C:22]2[C:17](=[CH:18][CH:19]=[C:20]([O:23][C:24]3[CH:29]=[CH:28][CH:27]=[CH:26][CH:25]=3)[CH:21]=2)[N:16]=1, predict the reactants needed to synthesize it.